From a dataset of Forward reaction prediction with 1.9M reactions from USPTO patents (1976-2016). Predict the product of the given reaction. (1) Given the reactants [OH:1][CH2:2][C@@H:3]1[O:7][C:6](=[O:8])[N:5]([C:9]2[CH:14]=[CH:13][C:12]([N:15]3[CH2:20][CH2:19][O:18][CH2:17][CH2:16]3)=[C:11]([F:21])[CH:10]=2)[CH2:4]1.O[C:23]1[CH:27]=[CH:26][O:25][N:24]=1.CC(OC(/N=N/C(OC(C)C)=O)=O)C.C1(P(C2C=CC=CC=2)C2C=CC=CC=2)C=CC=CC=1, predict the reaction product. The product is: [O:25]1[CH:26]=[CH:27][C:23]([O:1][CH2:2][C@@H:3]2[O:7][C:6](=[O:8])[N:5]([C:9]3[CH:14]=[CH:13][C:12]([N:15]4[CH2:16][CH2:17][O:18][CH2:19][CH2:20]4)=[C:11]([F:21])[CH:10]=3)[CH2:4]2)=[N:24]1. (2) The product is: [CH2:13]([O:12][C:10]([N:6]1[CH2:7][CH2:8][N:28]([CH2:27][CH2:26][C:25]([C:24]([O:23][CH3:22])=[O:31])([CH3:30])[CH3:29])[C:3](=[O:20])[C@@H:4]1[CH3:5])=[O:11])[C:14]1[CH:15]=[CH:16][CH:17]=[CH:18][CH:19]=1. Given the reactants CO[C:3](=[O:20])[C@@H:4]([N:6]([C:10]([O:12][CH2:13][C:14]1[CH:19]=[CH:18][CH:17]=[CH:16][CH:15]=1)=[O:11])[CH2:7][CH:8]=O)[CH3:5].Cl.[CH3:22][O:23][C:24](=[O:31])[C:25]([CH3:30])([CH3:29])[CH2:26][CH2:27][NH2:28], predict the reaction product.